From a dataset of Full USPTO retrosynthesis dataset with 1.9M reactions from patents (1976-2016). Predict the reactants needed to synthesize the given product. (1) Given the product [N:30]([CH2:14][C:6]1[CH:7]=[C:8]([N+:11]([O-:13])=[O:12])[CH:9]=[CH:10][C:5]=1[O:4][CH:1]([CH3:3])[CH3:2])=[N+:31]=[N-:32], predict the reactants needed to synthesize it. The reactants are: [CH:1]([O:4][C:5]1[CH:10]=[CH:9][C:8]([N+:11]([O-:13])=[O:12])=[CH:7][C:6]=1[CH2:14]O)([CH3:3])[CH3:2].C1C=CC(P([N:30]=[N+:31]=[N-:32])(C2C=CC=CC=2)=O)=CC=1.C1CCN2C(=NCCC2)CC1. (2) Given the product [I:15][C:16]1[C:24]2[C:19](=[CH:20][C:21]([C:3]([C:2]3[CH:9]=[CH:8][CH:7]=[CH:6][CH:5]=3)=[CH2:4])=[CH:22][CH:23]=2)[N:18]([CH2:26][O:27][CH2:28][CH2:29][Si:30]([CH3:33])([CH3:32])[CH3:31])[N:17]=1, predict the reactants needed to synthesize it. The reactants are: Br[C:2]1([CH:9]=[CH:8][CH:7]=[CH:6][CH2:5]1)[CH:3]=[CH2:4].[Li]C(C)(C)C.[I:15][C:16]1[C:24]2[C:19](=[CH:20][C:21](I)=[CH:22][CH:23]=2)[N:18]([CH2:26][O:27][CH2:28][CH2:29][Si:30]([CH3:33])([CH3:32])[CH3:31])[N:17]=1. (3) Given the product [CH2:1]([NH:8][C:9]([N:11]1[CH:21]2[N:15]([N:16]([CH3:49])[C@@H:17]([CH2:34][C:35]3[CH:36]=[CH:37][C:38]([OH:41])=[CH:39][CH:40]=3)[C:18](=[O:33])[N:19]([CH2:22][C:23]3[C:32]4[C:27](=[CH:28][CH:29]=[CH:30][CH:31]=4)[CH:26]=[CH:25][CH:24]=3)[CH2:20]2)[C:14](=[O:50])[CH2:13][CH2:12]1)=[O:10])[C:2]1[CH:7]=[CH:6][CH:5]=[CH:4][CH:3]=1, predict the reactants needed to synthesize it. The reactants are: [CH2:1]([NH:8][C:9]([N:11]1[CH:21]2[N:15]([N:16]([CH3:49])[C@@H:17]([CH2:34][C:35]3[CH:40]=[CH:39][C:38]([O:41]CC4C=CC=CC=4)=[CH:37][CH:36]=3)[C:18](=[O:33])[N:19]([CH2:22][C:23]3[C:32]4[C:27](=[CH:28][CH:29]=[CH:30][CH:31]=4)[CH:26]=[CH:25][CH:24]=3)[CH2:20]2)[C:14](=[O:50])[CH2:13][CH2:12]1)=[O:10])[C:2]1[CH:7]=[CH:6][CH:5]=[CH:4][CH:3]=1.CCOCC.CCCCCC. (4) Given the product [CH2:1]([C:3]1[CH:4]=[CH:5][C:6]([OH:11])=[C:7]([CH:10]=1)[C:8]([OH:12])=[O:9])[CH3:2], predict the reactants needed to synthesize it. The reactants are: [CH2:1]([C:3]1[CH:4]=[CH:5][C:6]([OH:11])=[C:7]([CH:10]=1)[CH:8]=[O:9])[CH3:2].[OH:12]C1C=CC(C(F)(F)F)=CC=1C=O.